From a dataset of NCI-60 drug combinations with 297,098 pairs across 59 cell lines. Regression. Given two drug SMILES strings and cell line genomic features, predict the synergy score measuring deviation from expected non-interaction effect. (1) Drug 1: CC1=C(C=C(C=C1)NC2=NC=CC(=N2)N(C)C3=CC4=NN(C(=C4C=C3)C)C)S(=O)(=O)N.Cl. Drug 2: C1CN(CCN1C(=O)CCBr)C(=O)CCBr. Cell line: SK-MEL-5. Synergy scores: CSS=1.62, Synergy_ZIP=-1.86, Synergy_Bliss=-2.80, Synergy_Loewe=-8.57, Synergy_HSA=-6.01. (2) Drug 1: CCCS(=O)(=O)NC1=C(C(=C(C=C1)F)C(=O)C2=CNC3=C2C=C(C=N3)C4=CC=C(C=C4)Cl)F. Drug 2: COC1=C(C=C2C(=C1)N=CN=C2NC3=CC(=C(C=C3)F)Cl)OCCCN4CCOCC4. Cell line: MCF7. Synergy scores: CSS=20.6, Synergy_ZIP=-1.07, Synergy_Bliss=7.76, Synergy_Loewe=4.63, Synergy_HSA=6.54. (3) Drug 1: CC(CN1CC(=O)NC(=O)C1)N2CC(=O)NC(=O)C2. Drug 2: CN(CCCl)CCCl.Cl. Cell line: M14. Synergy scores: CSS=4.18, Synergy_ZIP=-1.32, Synergy_Bliss=0.821, Synergy_Loewe=-2.53, Synergy_HSA=-2.16. (4) Drug 2: C1=NC2=C(N=C(N=C2N1C3C(C(C(O3)CO)O)F)Cl)N. Cell line: SW-620. Synergy scores: CSS=-0.116, Synergy_ZIP=0.491, Synergy_Bliss=0.477, Synergy_Loewe=-2.20, Synergy_HSA=-1.58. Drug 1: CC1C(C(=O)NC(C(=O)N2CCCC2C(=O)N(CC(=O)N(C(C(=O)O1)C(C)C)C)C)C(C)C)NC(=O)C3=C4C(=C(C=C3)C)OC5=C(C(=O)C(=C(C5=N4)C(=O)NC6C(OC(=O)C(N(C(=O)CN(C(=O)C7CCCN7C(=O)C(NC6=O)C(C)C)C)C)C(C)C)C)N)C. (5) Drug 1: C1=CC(=CC=C1CCCC(=O)O)N(CCCl)CCCl. Drug 2: CCC1(CC2CC(C3=C(CCN(C2)C1)C4=CC=CC=C4N3)(C5=C(C=C6C(=C5)C78CCN9C7C(C=CC9)(C(C(C8N6C)(C(=O)OC)O)OC(=O)C)CC)OC)C(=O)OC)O.OS(=O)(=O)O. Cell line: ACHN. Synergy scores: CSS=42.3, Synergy_ZIP=-5.79, Synergy_Bliss=-2.58, Synergy_Loewe=-2.53, Synergy_HSA=-1.17. (6) Drug 1: CN1C(=O)N2C=NC(=C2N=N1)C(=O)N. Drug 2: C1CN(P(=O)(OC1)NCCCl)CCCl. Cell line: PC-3. Synergy scores: CSS=5.13, Synergy_ZIP=-0.456, Synergy_Bliss=-0.459, Synergy_Loewe=3.23, Synergy_HSA=-0.0767.